This data is from Catalyst prediction with 721,799 reactions and 888 catalyst types from USPTO. The task is: Predict which catalyst facilitates the given reaction. (1) Reactant: C1COCC1.[H-].[H-].[H-].[H-].[Li+].[Al+3].[CH3:12][C:13]1[C:14]([C:19](OCC)=[O:20])=[CH:15][S:16][C:17]=1[CH3:18].[OH-].[Na+]. Product: [CH3:12][C:13]1[C:14]([CH2:19][OH:20])=[CH:15][S:16][C:17]=1[CH3:18]. The catalyst class is: 6. (2) Reactant: [F:1][C:2]1[CH:3]=[C:4]2[C:8](=[C:9](/[CH:11]=[CH:12]/[C:13]([NH:15][S:16]([C:19]3[S:20][C:21]([Cl:25])=[C:22]([Cl:24])[CH:23]=3)(=[O:18])=[O:17])=[O:14])[CH:10]=1)[NH:7][CH:6]=[C:5]2[CH3:26].[H-].[Na+].[Cl:29][C:30]1[CH:37]=[C:36]([Cl:38])[CH:35]=[CH:34][C:31]=1[CH2:32]Cl. Product: [Cl:29][C:30]1[CH:37]=[C:36]([Cl:38])[CH:35]=[CH:34][C:31]=1[CH2:32][N:7]1[C:8]2[C:4](=[CH:3][C:2]([F:1])=[CH:10][C:9]=2/[CH:11]=[CH:12]/[C:13]([NH:15][S:16]([C:19]2[S:20][C:21]([Cl:25])=[C:22]([Cl:24])[CH:23]=2)(=[O:17])=[O:18])=[O:14])[C:5]([CH3:26])=[CH:6]1. The catalyst class is: 3. (3) Reactant: [C:1]([C:3]1[CH:8]=[CH:7][C:6]([CH:9]2[C:14]([C:15]([O:17]CC=C)=[O:16])=[C:13]([CH3:21])[N:12]([C:22]3[CH:27]=[CH:26][CH:25]=[C:24]([C:28]([F:31])([F:30])[F:29])[CH:23]=3)[C:11](=[O:32])[NH:10]2)=[C:5]([N+:33]([O-:35])=[O:34])[CH:4]=1)#[N:2].N1CCOCC1. Product: [C:1]([C:3]1[CH:8]=[CH:7][C:6]([CH:9]2[C:14]([C:15]([OH:17])=[O:16])=[C:13]([CH3:21])[N:12]([C:22]3[CH:27]=[CH:26][CH:25]=[C:24]([C:28]([F:31])([F:29])[F:30])[CH:23]=3)[C:11](=[O:32])[NH:10]2)=[C:5]([N+:33]([O-:35])=[O:34])[CH:4]=1)#[N:2]. The catalyst class is: 176. (4) Product: [Cl:21][C:5]1[C:6]2[O:10][CH:9]=[C:8]([C:11](=[O:12])[C:13]3[CH:18]=[CH:17][C:16]([O:19][CH3:20])=[CH:15][CH:14]=3)[C:7]=2[C:2](=[O:25])[C:3](=[O:22])[CH:4]=1. The catalyst class is: 16. Reactant: Cl[C:2]1[C:7]2[C:8]([C:11]([C:13]3[CH:18]=[CH:17][C:16]([O:19][CH3:20])=[CH:15][CH:14]=3)=[O:12])=[CH:9][O:10][C:6]=2[C:5]([Cl:21])=[CH:4][C:3]=1[OH:22].CC(OI1(OC(C)=O)(OC(C)=O)OC(=O)C2C=CC=CC1=2)=[O:25]. (5) Reactant: Cl[CH2:2][C:3]1[N:12]([C:13]2[CH:18]=[CH:17][CH:16]=[CH:15][C:14]=2[Cl:19])[C:11](=[O:20])[C:10]2[C:5](=[CH:6][CH:7]=[CH:8][C:9]=2[F:21])[N:4]=1.[N:22]1[C:30]([NH2:31])=[C:29]2[C:25]([N:26]=[CH:27][NH:28]2)=[N:24][CH:23]=1.C([O-])([O-])=O.[K+].[K+]. Product: [NH2:31][C:30]1[N:22]=[CH:23][N:24]=[C:25]2[C:29]=1[N:28]=[CH:27][N:26]2[CH2:2][C:3]1[N:12]([C:13]2[CH:18]=[CH:17][CH:16]=[CH:15][C:14]=2[Cl:19])[C:11](=[O:20])[C:10]2[C:5](=[CH:6][CH:7]=[CH:8][C:9]=2[F:21])[N:4]=1. The catalyst class is: 3. (6) Reactant: [CH3:1][O:2][C:3]1[CH:8]=[CH:7][C:6]([OH:9])=[CH:5][N:4]=1.[CH3:10][O:11][C:12]1[CH:19]=[CH:18][C:15]([CH2:16]O)=[CH:14][CH:13]=1.C1C=CC(P(C2C=CC=CC=2)C2C=CC=CC=2)=CC=1.CCOC(/N=N/C(OCC)=O)=O. Product: [CH3:1][O:2][C:3]1[CH:8]=[CH:7][C:6]([O:9][CH2:16][C:15]2[CH:18]=[CH:19][C:12]([O:11][CH3:10])=[CH:13][CH:14]=2)=[CH:5][N:4]=1. The catalyst class is: 1. (7) Reactant: [CH3:1][C:2]1[N:7]=[C:6]([SH:8])[N:5]=[C:4]([OH:9])[CH:3]=1.C(=O)([O-])[O-].[K+].[K+].Br[CH2:17][C:18]1[N:22]2[CH:23]=[CH:24][CH:25]=[CH:26][C:21]2=[N:20][C:19]=1[CH3:27]. Product: [CH3:1][C:2]1[N:7]=[C:6]([S:8][CH2:17][C:18]2[N:22]3[CH:23]=[CH:24][CH:25]=[CH:26][C:21]3=[N:20][C:19]=2[CH3:27])[N:5]=[C:4]([OH:9])[CH:3]=1. The catalyst class is: 3. (8) Reactant: Cl[C:2]1[C:3]2[C:10]([C:11]3[CH:16]=[CH:15][C:14]([O:17][CH3:18])=[CH:13][CH:12]=3)=[C:9]([C:19]3[CH:24]=[CH:23][CH:22]=[CH:21][CH:20]=3)[O:8][C:4]=2[N:5]=[CH:6][N:7]=1.[CH2:25]([O:27][CH:28]([O:33][CH2:34][CH3:35])[CH2:29][CH2:30][CH2:31][NH2:32])[CH3:26].CCN(C(C)C)C(C)C. Product: [CH2:34]([O:33][CH:28]([O:27][CH2:25][CH3:26])[CH2:29][CH2:30][CH2:31][NH:32][C:2]1[C:3]2[C:10]([C:11]3[CH:16]=[CH:15][C:14]([O:17][CH3:18])=[CH:13][CH:12]=3)=[C:9]([C:19]3[CH:20]=[CH:21][CH:22]=[CH:23][CH:24]=3)[O:8][C:4]=2[N:5]=[CH:6][N:7]=1)[CH3:35]. The catalyst class is: 3. (9) Reactant: [N:1]1[CH:6]=[CH:5][C:4]([NH:7][CH:8]([CH2:11][CH3:12])[CH2:9][OH:10])=[N:3][CH:2]=1.[Br:13]Br.[OH-].[Na+]. Product: [Br:13][C:5]1[C:4]([NH:7][CH:8]([CH2:11][CH3:12])[CH2:9][OH:10])=[N:3][CH:2]=[N:1][CH:6]=1. The catalyst class is: 15.